This data is from Reaction yield outcomes from USPTO patents with 853,638 reactions. The task is: Predict the reaction yield, written as a fraction of the theoretical maximum amount of product (1.0 means a 100% yield; for example, 0.34 means a 34% yield). The reactants are COC1C=C(OC)C=CC=1C[N:6]([C:32]1[S:36][N:35]=[CH:34][N:33]=1)[S:7]([C:10]1[CH:15]=[C:14]([F:16])[C:13]([O:17][C@H:18]2[CH2:24][CH2:23][CH2:22][CH2:21][CH2:20][C@@H:19]2[C:25]2[N:29]([CH3:30])[N:28]=[CH:27][CH:26]=2)=[CH:12][C:11]=1[F:31])(=[O:9])=[O:8].C([SiH](CC)CC)C.FC(F)(F)C(O)=O. The catalyst is ClCCl. The product is [F:31][C:11]1[CH:12]=[C:13]([O:17][C@H:18]2[CH2:24][CH2:23][CH2:22][CH2:21][CH2:20][C@@H:19]2[C:25]2[N:29]([CH3:30])[N:28]=[CH:27][CH:26]=2)[C:14]([F:16])=[CH:15][C:10]=1[S:7]([NH:6][C:32]1[S:36][N:35]=[CH:34][N:33]=1)(=[O:8])=[O:9]. The yield is 0.780.